Dataset: Forward reaction prediction with 1.9M reactions from USPTO patents (1976-2016). Task: Predict the product of the given reaction. (1) The product is: [CH3:40][C:36]([N:33]1[CH2:32][CH2:31][N:30]([CH2:29][C:27]2[S:28][C:8]3[C:7]([N:1]4[CH2:2][CH2:3][O:4][CH2:5][CH2:6]4)=[N:12][C:11]([C:55]4[C:54]5[CH:53]=[CH:52][NH:51][C:59]=5[CH:58]=[CH:57][N:56]=4)=[N:10][C:9]=3[CH:26]=2)[CH2:35][CH2:34]1)([CH3:41])[C:37]([NH2:39])=[O:38]. Given the reactants [N:1]1([C:7]2[C:8]3[S:28][C:27]([CH2:29][N:30]4[CH2:35][CH2:34][N:33]([C:36]([CH3:41])([CH3:40])[C:37]([NH2:39])=[O:38])[CH2:32][CH2:31]4)=[CH:26][C:9]=3[N:10]=[C:11]([Sn](CCCC)(CCCC)CCCC)[N:12]=2)[CH2:6][CH2:5][O:4][CH2:3][CH2:2]1.C1(S([N:51]2[C:59]3[CH:58]=[CH:57][N:56]=[C:55](Br)[C:54]=3[CH:53]=[CH:52]2)(=O)=O)C=CC=CC=1, predict the reaction product. (2) Given the reactants C([O:3][C:4]([C:6]([F:17])([F:16])[CH:7]([O:10][C:11](=[O:15])[C:12]([CH3:14])=[CH2:13])[CH2:8][CH3:9])=[O:5])C.[OH-].[Na+], predict the reaction product. The product is: [OH:5][C:4]([C:6]([F:16])([F:17])[CH:7]([O:10][C:11](=[O:15])[C:12]([CH3:14])=[CH2:13])[CH2:8][CH3:9])=[O:3]. (3) Given the reactants [NH2:1][C:2]1[CH:10]=[CH:9][C:8]([N:11]2[CH2:16][CH2:15][N:14]([C:17](=[O:19])[CH3:18])[CH2:13][CH2:12]2)=[CH:7][C:3]=1[C:4]([OH:6])=[O:5].[O:20]1CCOC[CH2:21]1.O=C(Cl)OC(Cl)(Cl)Cl, predict the reaction product. The product is: [C:17]([N:14]1[CH2:13][CH2:12][N:11]([C:8]2[CH:7]=[C:3]3[C:4]([O:6][C:21](=[O:20])[NH:1][C:2]3=[CH:10][CH:9]=2)=[O:5])[CH2:16][CH2:15]1)(=[O:19])[CH3:18]. (4) The product is: [C:7](=[CH:6][CH2:5][O:39][N:51]([C:46]1[CH:45]=[CH:50][CH:49]=[CH:48][CH:47]=1)[C:52]([O:1][CH:2]1[CH2:20][CH:19]2[N:4]([C:5](=[O:39])[CH:6]([NH:31][C:32]([O:34][C:35]([CH3:36])([CH3:38])[CH3:37])=[O:33])[CH2:7][O:8][CH2:9][CH2:10][CH2:11][CH:12]=[CH:13][CH:14]3[C:16]([C:22]([NH:24][S:25]([CH:28]4[CH2:29][CH2:30]4)(=[O:26])=[O:27])=[O:23])([NH:17][C:18]2=[O:21])[CH2:15]3)[CH2:3]1)=[O:53])=[O:8]. Given the reactants [OH:1][CH:2]1[CH2:20][CH:19]2[N:4]([C:5](=[O:39])[CH:6]([NH:31][C:32]([O:34][C:35]([CH3:38])([CH3:37])[CH3:36])=[O:33])[CH2:7][O:8][CH2:9][CH2:10][CH2:11][CH:12]=[CH:13][CH:14]3[C:16]([C:22]([NH:24][S:25]([CH:28]4[CH2:30][CH2:29]4)(=[O:27])=[O:26])=[O:23])([NH:17][C:18]2=[O:21])[CH2:15]3)[CH2:3]1.C(=CCO[C:45]1[CH:50]=[CH:49][CH:48]=[CH:47][C:46]=1[N:51]=[C:52]=[O:53])=O, predict the reaction product. (5) Given the reactants Br[C:2]1[CH:7]=[CH:6][C:5]([F:8])=[C:4]([CH3:9])[N:3]=1.Br[CH2:11][C:12]1[CH:13]=[C:14]([C:18]2[CH:23]=[CH:22][CH:21]=[C:20]([O:24][CH3:25])[CH:19]=2)[CH:15]=[CH:16][CH:17]=1.C[N:27]1CCCN(C)C1=O, predict the reaction product. The product is: [F:8][C:5]1[CH:6]=[CH:7][C:2]([NH2:27])=[N:3][C:4]=1[CH2:9][CH2:11][C:12]1[CH:13]=[C:14]([C:18]2[CH:23]=[CH:22][CH:21]=[C:20]([O:24][CH3:25])[CH:19]=2)[CH:15]=[CH:16][CH:17]=1. (6) Given the reactants [CH:1](=[O:8])[C:2]1[CH:7]=[CH:6][CH:5]=[CH:4][CH:3]=1.[NH4+].[Cl-].[CH3:11][Si:12]([CH2:15][Mg]Cl)([CH3:14])[CH3:13], predict the reaction product. The product is: [C:2]1([CH:1]([OH:8])[CH2:11][Si:12]([CH3:15])([CH3:14])[CH3:13])[CH:7]=[CH:6][CH:5]=[CH:4][CH:3]=1. (7) Given the reactants C(Cl)(=O)C(Cl)=O.Cl.[CH3:8][N:9]([CH3:16])[CH2:10]/[CH:11]=[CH:12]/[C:13](O)=[O:14].[NH2:17][C:18]1[CH:19]=[C:20]2[C:25](=[CH:26][C:27]=1[O:28][CH2:29][CH3:30])[N:24]=[CH:23][C:22]([C:31]#[N:32])=[C:21]2[NH:33][C:34]1[CH:39]=[CH:38][C:37]([O:40][CH2:41][C:42]2[CH:47]=[CH:46][CH:45]=[CH:44][CH:43]=2)=[C:36]([Cl:48])[CH:35]=1.C(=O)(O)[O-].[Na+], predict the reaction product. The product is: [CH2:41]([O:40][C:37]1[CH:38]=[CH:39][C:34]([NH:33][C:21]2[C:20]3[C:25](=[CH:26][C:27]([O:28][CH2:29][CH3:30])=[C:18]([NH:17][C:13](=[O:14])/[CH:12]=[CH:11]/[CH2:10][N:9]([CH3:16])[CH3:8])[CH:19]=3)[N:24]=[CH:23][C:22]=2[C:31]#[N:32])=[CH:35][C:36]=1[Cl:48])[C:42]1[CH:43]=[CH:44][CH:45]=[CH:46][CH:47]=1. (8) Given the reactants Cl.[NH2:2][CH2:3][C:4]1[CH:5]=[C:6]2[C:10](=[CH:11][CH:12]=1)[C:9](=[O:13])[N:8]([CH:14]1[CH2:19][CH2:18][C:17](=[O:20])[NH:16][C:15]1=[O:21])[C:7]2=[O:22].[Cl:23][C:24]1[CH:25]=[C:26]([N:31]=[C:32]=[O:33])[CH:27]=[CH:28][C:29]=1[Cl:30].C(N(CC)C(C)C)(C)C, predict the reaction product. The product is: [Cl:23][C:24]1[CH:25]=[C:26]([NH:31][C:32]([NH:2][CH2:3][C:4]2[CH:5]=[C:6]3[C:10](=[CH:11][CH:12]=2)[C:9](=[O:13])[N:8]([CH:14]2[CH2:19][CH2:18][C:17](=[O:20])[NH:16][C:15]2=[O:21])[C:7]3=[O:22])=[O:33])[CH:27]=[CH:28][C:29]=1[Cl:30]. (9) Given the reactants [F:1][C:2]1[CH:7]=[CH:6][CH:5]=[C:4]([F:8])[C:3]=1[N:9]1[C:14]2[N:15]=[C:16](S(C)(=O)=O)[N:17]=[C:18]([C:19]3[CH:20]=[C:21]([CH:32]=[CH:33][C:34]=3[CH3:35])[C:22]([NH:24][CH2:25][C:26]3[CH:31]=[CH:30][CH:29]=[CH:28][CH:27]=3)=[O:23])[C:13]=2[CH2:12][NH:11][C:10]1=[O:40].[CH3:41][N:42]([CH3:47])[CH2:43][CH2:44][CH2:45][NH2:46], predict the reaction product. The product is: [F:1][C:2]1[CH:7]=[CH:6][CH:5]=[C:4]([F:8])[C:3]=1[N:9]1[C:14]2[N:15]=[C:16]([NH:46][CH2:45][CH2:44][CH2:43][N:42]([CH3:47])[CH3:41])[N:17]=[C:18]([C:19]3[CH:20]=[C:21]([CH:32]=[CH:33][C:34]=3[CH3:35])[C:22]([NH:24][CH2:25][C:26]3[CH:31]=[CH:30][CH:29]=[CH:28][CH:27]=3)=[O:23])[C:13]=2[CH2:12][NH:11][C:10]1=[O:40]. (10) Given the reactants [NH2:1][C:2]1[CH:15]=[CH:14][CH:13]=[CH:12][C:3]=1[C:4]([C:6]1[CH:11]=[CH:10][CH:9]=[CH:8][CH:7]=1)=[O:5].[Br:16]N1C(=O)CCC1=O, predict the reaction product. The product is: [C:4]([C:3]1[CH:12]=[C:13]([Br:16])[CH:14]=[CH:15][C:2]=1[NH2:1])(=[O:5])[C:6]1[CH:11]=[CH:10][CH:9]=[CH:8][CH:7]=1.